From a dataset of Catalyst prediction with 721,799 reactions and 888 catalyst types from USPTO. Predict which catalyst facilitates the given reaction. Reactant: [Br:1][CH2:2][C:3]1([CH2:17]O)[CH2:6][N:5]([S:7]([C:10]2[CH:15]=[CH:14][C:13]([CH3:16])=[CH:12][CH:11]=2)(=[O:9])=[O:8])[CH2:4]1.C(Br)(Br)(Br)[Br:20].C1C=CC(P(C2C=CC=CC=2)C2C=CC=CC=2)=CC=1. Product: [Br:1][CH2:2][C:3]1([CH2:17][Br:20])[CH2:6][N:5]([S:7]([C:10]2[CH:15]=[CH:14][C:13]([CH3:16])=[CH:12][CH:11]=2)(=[O:9])=[O:8])[CH2:4]1. The catalyst class is: 2.